This data is from Reaction yield outcomes from USPTO patents with 853,638 reactions. The task is: Predict the reaction yield, written as a fraction of the theoretical maximum amount of product (1.0 means a 100% yield; for example, 0.34 means a 34% yield). (1) The reactants are S(=O)(=O)(O)[OH:2].[S:6]1[C:10]2[CH:11]=[C:12]([NH:15][C:16](=[O:20])[CH:17]=NO)[CH:13]=[CH:14][C:9]=2[N:8]=[CH:7]1. The catalyst is O. The product is [S:6]1[C:10]2[C:9](=[CH:14][CH:13]=[C:12]3[C:11]=2[C:17](=[O:2])[C:16](=[O:20])[NH:15]3)[N:8]=[CH:7]1. The yield is 0.460. (2) The reactants are NC1(C2C=CC(C3C(=O)C4C(=CC=C(F)C=4)OC=3C3C=CC=CC=3)=CC=2)CCC1.C(OC(=O)[NH:36][C:37]1([C:41]2[CH:46]=[CH:45][C:44]([C:47]3[C:56](=[O:57])[C:55]4[C:50](=[C:51]([C:58]5[C:59]([CH3:63])=[N:60][NH:61][CH:62]=5)[CH:52]=[CH:53][CH:54]=4)[O:49][C:48]=3[C:64]3[CH:69]=[CH:68][CH:67]=[CH:66][CH:65]=3)=[CH:43][CH:42]=2)[CH2:40][CH2:39][CH2:38]1)(C)(C)C.C(O)(C(F)(F)F)=O.[ClH:78]. The catalyst is CO.O. The product is [ClH:78].[NH2:36][C:37]1([C:41]2[CH:42]=[CH:43][C:44]([C:47]3[C:56](=[O:57])[C:55]4[C:50](=[C:51]([C:58]5[C:59]([CH3:63])=[N:60][NH:61][CH:62]=5)[CH:52]=[CH:53][CH:54]=4)[O:49][C:48]=3[C:64]3[CH:69]=[CH:68][CH:67]=[CH:66][CH:65]=3)=[CH:45][CH:46]=2)[CH2:38][CH2:39][CH2:40]1. The yield is 0.740. (3) The reactants are [Cl:1][C:2]1[CH:7]=[CH:6][C:5]([CH2:8][NH:9][C:10](=[O:16])[O:11][C:12]([CH3:15])([CH3:14])[CH3:13])=[C:4]([F:17])[C:3]=1[O:18][C:19]1[CH:24]=[C:23]([CH:25]=[CH2:26])[CH:22]=[C:21]([C:27]#[N:28])[CH:20]=1.[CH2:29](Cl)Cl. The catalyst is C/C(/[O-])=C/C(C)=O.C/C(/[O-])=C/C(C)=O.[Pd+2]. The product is [Cl:1][C:2]1[CH:7]=[CH:6][C:5]([CH2:8][NH:9][C:10](=[O:16])[O:11][C:12]([CH3:15])([CH3:14])[CH3:13])=[C:4]([F:17])[C:3]=1[O:18][C:19]1[CH:24]=[C:23]([CH:25]2[CH2:29][CH2:26]2)[CH:22]=[C:21]([C:27]#[N:28])[CH:20]=1. The yield is 0.480. (4) The reactants are C(OC(=O)[NH:7][C@@H:8]1[CH2:11][C@H:10]([NH:12][C:13]2[C:18]([C:19]#[N:20])=[CH:17][N:16]=[C:15]([NH:21][CH2:22][CH2:23][C:24]3[CH:29]=[CH:28][CH:27]=[C:26]([Cl:30])[CH:25]=3)[N:14]=2)[C:9]1([CH3:32])[CH3:31])(C)(C)C.FC(F)(F)C(O)=O. The catalyst is C(Cl)Cl. The product is [NH2:7][C@H:8]1[CH2:11][C@@H:10]([NH:12][C:13]2[C:18]([C:19]#[N:20])=[CH:17][N:16]=[C:15]([NH:21][CH2:22][CH2:23][C:24]3[CH:29]=[CH:28][CH:27]=[C:26]([Cl:30])[CH:25]=3)[N:14]=2)[C:9]1([CH3:32])[CH3:31]. The yield is 0.550. (5) The reactants are Br[C:2]1[C:7]([OH:8])=[CH:6][CH:5]=[CH:4][N:3]=1.[O:9](S(C(F)(F)F)(=O)=O)[S:10]([C:13]([F:16])([F:15])[F:14])(=O)=[O:11].N1[CH:29]=[CH:28][CH:27]=CC=1. No catalyst specified. The product is [CH:27]1([C:2]2[C:7]([O:8][S:10]([C:13]([F:16])([F:15])[F:14])(=[O:11])=[O:9])=[CH:6][CH:5]=[CH:4][N:3]=2)[CH2:28][CH2:29]1. The yield is 0.940. (6) The reactants are C[O:2][C:3]([C:5]1[N:6]([CH3:22])[N:7]=[C:8]2[C:13]=1[CH:12]=[CH:11][CH:10]=[C:9]2[C:14]1[CH:19]=[CH:18][C:17]([Cl:20])=[CH:16][C:15]=1[Cl:21])=O.[CH3:23][NH2:24]. The catalyst is CO. The product is [CH3:23][NH:24][C:3]([C:5]1[N:6]([CH3:22])[N:7]=[C:8]2[C:13]=1[CH:12]=[CH:11][CH:10]=[C:9]2[C:14]1[CH:19]=[CH:18][C:17]([Cl:20])=[CH:16][C:15]=1[Cl:21])=[O:2]. The yield is 0.880. (7) The reactants are [F:1][C:2]([F:7])([F:6])[C:3]([OH:5])=[O:4].[F:8][C:9]([F:14])([F:13])[C:10]([OH:12])=[O:11].FC(F)(F)C(O)=O.[Cl:22][C:23]1[CH:24]=[N:25][C:26]2[NH:27][C:28]3[CH:29]=[N:30][CH:31]=[C:32]([CH:54]=3)[CH2:33][CH2:34][C:35]3[CH:43]=[C:39]([NH:40][C:41]=1[N:42]=2)[CH:38]=[CH:37][C:36]=3[NH:44][C:45](=[O:53])[CH2:46][CH:47]1[CH2:52][CH2:51][NH:50][CH2:49][CH2:48]1.[C:55]([CH2:57][C:58](O)=[O:59])#[N:56]. No catalyst specified. The product is [F:1][C:2]([F:7])([F:6])[C:3]([OH:5])=[O:4].[F:8][C:9]([F:14])([F:13])[C:10]([OH:12])=[O:11].[Cl:22][C:23]1[CH:24]=[N:25][C:26]2[NH:27][C:28]3[CH:29]=[N:30][CH:31]=[C:32]([CH:54]=3)[CH2:33][CH2:34][C:35]3[CH:43]=[C:39]([NH:40][C:41]=1[N:42]=2)[CH:38]=[CH:37][C:36]=3[NH:44][C:45](=[O:53])[CH2:46][CH:47]1[CH2:52][CH2:51][N:50]([C:58](=[O:59])[CH2:57][C:55]#[N:56])[CH2:49][CH2:48]1. The yield is 0.410.